From a dataset of Catalyst prediction with 721,799 reactions and 888 catalyst types from USPTO. Predict which catalyst facilitates the given reaction. Reactant: [C:1]([Br:5])(Br)(Br)[Br:2].C1(P(C2C=CC=CC=2)C2C=CC=CC=2)C=CC=CC=1.[C:25]1([C:31]2[O:35][N:34]=[C:33]([CH:36]=O)[C:32]=2[C:38]([F:41])([F:40])[F:39])[CH:30]=[CH:29][CH:28]=[CH:27][CH:26]=1. Product: [Br:2][C:1]([Br:5])=[CH:36][C:33]1[C:32]([C:38]([F:39])([F:40])[F:41])=[C:31]([C:25]2[CH:30]=[CH:29][CH:28]=[CH:27][CH:26]=2)[O:35][N:34]=1. The catalyst class is: 4.